Dataset: Reaction yield outcomes from USPTO patents with 853,638 reactions. Task: Predict the reaction yield, written as a fraction of the theoretical maximum amount of product (1.0 means a 100% yield; for example, 0.34 means a 34% yield). (1) The reactants are [Cl:1][C:2]1[CH:3]=[C:4]([CH:13]=[CH:14][CH:15]=1)[O:5][C:6]1[CH:12]=[CH:11][C:9]([NH2:10])=[CH:8][CH:7]=1.[CH2:16]([O:23][CH2:24][C@H:25]([NH:29]C(OC(C)(C)C)=O)[C:26](O)=[O:27])[C:17]1[CH:22]=[CH:21][CH:20]=[CH:19][CH:18]=1. No catalyst specified. The product is [NH2:29][C@@H:25]([CH2:24][O:23][CH2:16][C:17]1[CH:22]=[CH:21][CH:20]=[CH:19][CH:18]=1)[C:26]([NH:10][C:9]1[CH:11]=[CH:12][C:6]([O:5][C:4]2[CH:13]=[CH:14][CH:15]=[C:2]([Cl:1])[CH:3]=2)=[CH:7][CH:8]=1)=[O:27]. The yield is 0.900. (2) The reactants are [O:1]1[CH:5]=[CH:4][CH:3]=[C:2]1[C:6]1[O:7][C:8]([CH3:36])=[C:9]([CH2:11][O:12][C:13]2[CH:33]=[CH:32][C:16]([CH2:17][O:18][C:19]3[C:23]([CH:24]=O)=[CH:22][N:21]([C:26]4[CH:31]=[CH:30][CH:29]=[CH:28][CH:27]=4)[N:20]=3)=[CH:15][C:14]=2[O:34][CH3:35])[N:10]=1.Cl.[Cl-].[CH2:39]([N:41]1[CH:45]=[C:44]([CH2:46][P+](C2C=CC=CC=2)(C2C=CC=CC=2)C2C=CC=CC=2)[N:43]=[CH:42]1)[CH3:40].C(=O)([O-])[O-].[K+].[K+].CN(C)C=O. The catalyst is O. The product is [CH2:39]([N:41]1[CH:45]=[C:44](/[CH:46]=[CH:24]/[C:23]2[C:19]([O:18][CH2:17][C:16]3[CH:32]=[CH:33][C:13]([O:12][CH2:11][C:9]4[N:10]=[C:6]([C:2]5[O:1][CH:5]=[CH:4][CH:3]=5)[O:7][C:8]=4[CH3:36])=[C:14]([O:34][CH3:35])[CH:15]=3)=[N:20][N:21]([C:26]3[CH:31]=[CH:30][CH:29]=[CH:28][CH:27]=3)[CH:22]=2)[N:43]=[CH:42]1)[CH3:40]. The yield is 0.190.